This data is from Peptide-MHC class I binding affinity with 185,985 pairs from IEDB/IMGT. The task is: Regression. Given a peptide amino acid sequence and an MHC pseudo amino acid sequence, predict their binding affinity value. This is MHC class I binding data. (1) The peptide sequence is KGMKIQHFK. The MHC is HLA-A69:01 with pseudo-sequence HLA-A69:01. The binding affinity (normalized) is 0.0847. (2) The peptide sequence is AHIEGQPVEV. The MHC is Mamu-A07 with pseudo-sequence Mamu-A07. The binding affinity (normalized) is 0. (3) The peptide sequence is VPPFPRTAF. The MHC is HLA-B27:05 with pseudo-sequence HLA-B27:05. The binding affinity (normalized) is 0.0847. (4) The MHC is HLA-B44:03 with pseudo-sequence HLA-B44:03. The peptide sequence is SEISVILQEL. The binding affinity (normalized) is 0.493. (5) The peptide sequence is LLHCVTESY. The MHC is HLA-A31:01 with pseudo-sequence HLA-A31:01. The binding affinity (normalized) is 0.128. (6) The peptide sequence is RLFYTFFSY. The MHC is HLA-A68:01 with pseudo-sequence HLA-A68:01. The binding affinity (normalized) is 0.361. (7) The peptide sequence is CSANNSHHYI. The MHC is Mamu-B01 with pseudo-sequence Mamu-B01. The binding affinity (normalized) is 0.324. (8) The peptide sequence is SSLRYGNVL. The MHC is HLA-A31:01 with pseudo-sequence HLA-A31:01. The binding affinity (normalized) is 0.0847. (9) The peptide sequence is RELHLSWEV. The binding affinity (normalized) is 0.514. The MHC is Patr-B2401 with pseudo-sequence Patr-B2401. (10) The MHC is HLA-A31:01 with pseudo-sequence HLA-A31:01. The binding affinity (normalized) is 0.498. The peptide sequence is IMFEQYFIY.